From a dataset of NCI-60 drug combinations with 297,098 pairs across 59 cell lines. Regression. Given two drug SMILES strings and cell line genomic features, predict the synergy score measuring deviation from expected non-interaction effect. (1) Drug 1: CS(=O)(=O)C1=CC(=C(C=C1)C(=O)NC2=CC(=C(C=C2)Cl)C3=CC=CC=N3)Cl. Drug 2: C1C(C(OC1N2C=NC(=NC2=O)N)CO)O. Cell line: HCT-15. Synergy scores: CSS=20.2, Synergy_ZIP=-0.138, Synergy_Bliss=1.58, Synergy_Loewe=0.743, Synergy_HSA=3.14. (2) Drug 1: COC1=C(C=C2C(=C1)N=CN=C2NC3=CC(=C(C=C3)F)Cl)OCCCN4CCOCC4. Drug 2: C1=NC(=NC(=O)N1C2C(C(C(O2)CO)O)O)N. Cell line: OVCAR-5. Synergy scores: CSS=59.2, Synergy_ZIP=3.01, Synergy_Bliss=5.11, Synergy_Loewe=4.87, Synergy_HSA=5.62.